Task: Predict the product of the given reaction.. Dataset: Forward reaction prediction with 1.9M reactions from USPTO patents (1976-2016) (1) Given the reactants [H-].[Na+].[O:3]1[C:7]2([CH2:12][CH2:11][CH:10]([CH2:13][OH:14])[CH2:9][CH2:8]2)[O:6][CH2:5][CH2:4]1.[CH2:15](Br)[C:16]#[CH:17].C1(C)C=CC=CC=1, predict the reaction product. The product is: [CH2:17]([O:14][CH2:13][CH:10]1[CH2:11][CH2:12][C:7]2([O:6][CH2:5][CH2:4][O:3]2)[CH2:8][CH2:9]1)[C:16]#[CH:15]. (2) Given the reactants [NH:1]1[CH:5]=[C:4]([C:6]2[CH:22]=[CH:21][C:9]3[C:10]4[N:11]=[C:12]([C:18]([OH:20])=O)[S:13][C:14]=4[CH2:15][CH2:16][O:17][C:8]=3[CH:7]=2)[CH:3]=[N:2]1.[CH3:23][N:24]([CH3:34])[S:25]([N:28]1[CH2:33][CH2:32][NH:31][CH2:30][CH2:29]1)(=[O:27])=[O:26], predict the reaction product. The product is: [CH3:23][N:24]([CH3:34])[S:25]([N:28]1[CH2:33][CH2:32][N:31]([C:18]([C:12]2[S:13][C:14]3[CH2:15][CH2:16][O:17][C:8]4[CH:7]=[C:6]([C:4]5[CH:3]=[N:2][NH:1][CH:5]=5)[CH:22]=[CH:21][C:9]=4[C:10]=3[N:11]=2)=[O:20])[CH2:30][CH2:29]1)(=[O:26])=[O:27]. (3) Given the reactants [Br:1][C:2]1[CH:3]=[C:4]2[C:9](=[CH:10][CH:11]=1)[NH:8][C:7](=[S:12])[N:6]([C:13]1[CH:18]=[CH:17][CH:16]=[CH:15][CH:14]=1)[C:5]2=[O:19].[C:20]([O-])([O-])=O.[K+].[K+].CI, predict the reaction product. The product is: [Br:1][C:2]1[CH:3]=[C:4]2[C:9](=[CH:10][CH:11]=1)[N:8]=[C:7]([S:12][CH3:20])[N:6]([C:13]1[CH:18]=[CH:17][CH:16]=[CH:15][CH:14]=1)[C:5]2=[O:19]. (4) Given the reactants Br[CH2:2][C:3]([O:5][C:6]([CH3:9])([CH3:8])[CH3:7])=[O:4].CC([O-])(C)C.[Na+].[CH3:16][O:17][C:18]([C:20]1[S:31][C:23]2[C:24]3[CH:25]=[CH:26][CH:27]=[CH:28][C:29]=3[S:30][C:22]=2[C:21]=1[OH:32])=[O:19].O, predict the reaction product. The product is: [CH3:16][O:17][C:18]([C:20]1[S:31][C:23]2[C:24]3[CH:25]=[CH:26][CH:27]=[CH:28][C:29]=3[S:30][C:22]=2[C:21]=1[O:32][CH2:2][C:3]([O:5][C:6]([CH3:9])([CH3:8])[CH3:7])=[O:4])=[O:19]. (5) Given the reactants [F:1][C:2]1[CH:3]=[C:4]([NH:10][C:11]2[C:16]([C:17]3[N:22]=[C:21]([CH3:23])[N:20]=[C:19]([N:24](CC4C=CC(OC)=CC=4)CC4C=CC(OC)=CC=4)[N:18]=3)=[CH:15][C:14]([C@H:43]([N:45]3[CH2:50][CH2:49][N:48]([S:51]([CH3:54])(=[O:53])=[O:52])[CH2:47][C@H:46]3[CH3:55])[CH3:44])=[CH:13][N:12]=2)[CH:5]=[N:6][C:7]=1[O:8][CH3:9].FC(F)(F)C(O)=O.FC(F)(F)S(O)(=O)=O, predict the reaction product. The product is: [F:1][C:2]1[CH:3]=[C:4]([NH:10][C:11]2[C:16]([C:17]3[N:22]=[C:21]([CH3:23])[N:20]=[C:19]([NH2:24])[N:18]=3)=[CH:15][C:14]([C@H:43]([N:45]3[CH2:50][CH2:49][N:48]([S:51]([CH3:54])(=[O:53])=[O:52])[CH2:47][C@H:46]3[CH3:55])[CH3:44])=[CH:13][N:12]=2)[CH:5]=[N:6][C:7]=1[O:8][CH3:9]. (6) Given the reactants [OH:1][C:2]1[CH:11]=[C:10]2[C:5]([CH2:6][CH2:7][C:8](=[O:12])[CH2:9]2)=[CH:4][CH:3]=1.N1C(C)=CC=CC=1C.[F:21][C:22]([F:35])([F:34])[S:23](O[S:23]([C:22]([F:35])([F:34])[F:21])(=[O:25])=[O:24])(=[O:25])=[O:24], predict the reaction product. The product is: [F:21][C:22]([F:35])([F:34])[S:23]([O:1][C:2]1[CH:3]=[CH:4][C:5]2[CH2:6][CH2:7][C:8](=[O:12])[CH2:9][C:10]=2[CH:11]=1)(=[O:25])=[O:24]. (7) Given the reactants CON(C)[C:4]([C:6]1[C:15](=[O:16])[C:14]2[C:9](=[CH:10][CH:11]=[CH:12][CH:13]=2)[N:8]([CH2:17][C:18]2[CH:23]=[CH:22][CH:21]=[C:20]([Br:24])[N:19]=2)[CH:7]=1)=[O:5].[CH3:26][C:27]1[CH:28]=[C:29]([Mg]Br)[CH:30]=[C:31]([CH3:33])[CH:32]=1, predict the reaction product. The product is: [Br:24][C:20]1[N:19]=[C:18]([CH2:17][N:8]2[C:9]3[C:14](=[CH:13][CH:12]=[CH:11][CH:10]=3)[C:15](=[O:16])[C:6]([C:4](=[O:5])[C:29]3[CH:30]=[C:31]([CH3:33])[CH:32]=[C:27]([CH3:26])[CH:28]=3)=[CH:7]2)[CH:23]=[CH:22][CH:21]=1.